The task is: Predict the product of the given reaction.. This data is from Forward reaction prediction with 1.9M reactions from USPTO patents (1976-2016). (1) Given the reactants C([O:8][C:9]1[C:10]([F:27])=[C:11]([C:16]2[N:21]=[C:20]([C:22]([O:24][CH3:25])=[O:23])[CH:19]=[CH:18][C:17]=2[F:26])[C:12]([F:15])=[CH:13][CH:14]=1)C1C=CC=CC=1, predict the reaction product. The product is: [F:27][C:10]1[C:9]([OH:8])=[CH:14][CH:13]=[C:12]([F:15])[C:11]=1[C:16]1[N:21]=[C:20]([C:22]([O:24][CH3:25])=[O:23])[CH:19]=[CH:18][C:17]=1[F:26]. (2) Given the reactants Br[C:2]1[CH:10]=[C:9]2[C:5]([CH:6]=[N:7][N:8]2[CH3:11])=[C:4]([NH:12][C:13]([C:15]2[N:16]=[C:17]([CH2:20][N:21]3[CH2:26][C@H:25]([CH3:27])[O:24][C@H:23]([CH3:28])[CH2:22]3)[S:18][CH:19]=2)=[O:14])[CH:3]=1.[NH:29]1[C:37]2[C:32](=[C:33](B(O)O)[CH:34]=[CH:35][CH:36]=2)[CH:31]=[CH:30]1.P([O-])([O-])([O-])=O.[K+].[K+].[K+].O, predict the reaction product. The product is: [CH3:28][C@H:23]1[O:24][C@@H:25]([CH3:27])[CH2:26][N:21]([CH2:20][C:17]2[S:18][CH:19]=[C:15]([C:13]([NH:12][C:4]3[CH:3]=[C:2]([C:33]4[CH:34]=[CH:35][CH:36]=[C:37]5[C:32]=4[CH:31]=[CH:30][NH:29]5)[CH:10]=[C:9]4[C:5]=3[CH:6]=[N:7][N:8]4[CH3:11])=[O:14])[N:16]=2)[CH2:22]1. (3) The product is: [ClH:1].[Cl:1][C:2]1[CH:3]=[CH:4][C:5]([O:28][CH3:29])=[C:6]([S:8]([O:11][C:12]2[CH:13]=[C:14]([CH:24]=[C:25]([CH3:27])[CH:26]=2)[O:15][CH2:16][CH2:17][CH2:18][O:19][NH:20][C:21]([NH2:23])=[NH:22])(=[O:9])=[O:10])[CH:7]=1. Given the reactants [Cl:1][C:2]1[CH:3]=[CH:4][C:5]([O:28][CH3:29])=[C:6]([S:8]([O:11][C:12]2[CH:13]=[C:14]([CH:24]=[C:25]([CH3:27])[CH:26]=2)[O:15][CH2:16][CH2:17][CH2:18][O:19][NH:20][C:21]([NH2:23])=[NH:22])(=[O:10])=[O:9])[CH:7]=1.C(OCC)C.Cl, predict the reaction product. (4) Given the reactants CN([CH2:4][C:5]1[C:13]2[C:8](=[CH:9][CH:10]=[C:11]([O:14][CH3:15])[CH:12]=2)[NH:7][C:6]=1[C:16]([O:18][CH2:19][CH3:20])=[O:17])C.[N+:21]([CH2:24][C:25]([O:27][CH2:28][CH3:29])=[O:26])([O-:23])=[O:22], predict the reaction product. The product is: [CH2:28]([O:27][C:25](=[O:26])[CH:24]([N+:21]([O-:23])=[O:22])[CH2:4][C:5]1[C:13]2[C:8](=[CH:9][CH:10]=[C:11]([O:14][CH3:15])[CH:12]=2)[NH:7][C:6]=1[C:16]([O:18][CH2:19][CH3:20])=[O:17])[CH3:29].